From a dataset of Reaction yield outcomes from USPTO patents with 853,638 reactions. Predict the reaction yield, written as a fraction of the theoretical maximum amount of product (1.0 means a 100% yield; for example, 0.34 means a 34% yield). (1) The reactants are [C:1]1([C:7]2[C:15]3[N:14]=[C:13]([C:16]4([CH2:31][NH:32]C(=O)OCC5C=CC=CC=5)[CH2:21][CH2:20][N:19]([C:22]5[C:23]6[CH:30]=[CH:29][NH:28][C:24]=6[N:25]=[CH:26][N:27]=5)[CH2:18][CH2:17]4)[NH:12][C:11]=3[CH:10]=[CH:9][CH:8]=2)[CH:6]=[CH:5][CH:4]=[CH:3][CH:2]=1. The catalyst is CO.CC(O)=O. The product is [C:1]1([C:7]2[C:15]3[N:14]=[C:13]([C:16]4([CH2:31][NH2:32])[CH2:17][CH2:18][N:19]([C:22]5[C:23]6[CH:30]=[CH:29][NH:28][C:24]=6[N:25]=[CH:26][N:27]=5)[CH2:20][CH2:21]4)[NH:12][C:11]=3[CH:10]=[CH:9][CH:8]=2)[CH:6]=[CH:5][CH:4]=[CH:3][CH:2]=1. The yield is 0.800. (2) The product is [F:7][C:8]([F:17])([F:18])[C:9]1([CH2:14][OH:15])[CH2:13][CH2:12][CH2:11][CH2:10]1. The reactants are [H-].[Al+3].[Li+].[H-].[H-].[H-].[F:7][C:8]([F:18])([F:17])[C:9]1([C:14](O)=[O:15])[CH2:13][CH2:12][CH2:11][CH2:10]1.O.[OH-].[Na+]. The yield is 0.850. The catalyst is O1CCCC1.C(OCC)C.